From a dataset of Forward reaction prediction with 1.9M reactions from USPTO patents (1976-2016). Predict the product of the given reaction. (1) Given the reactants [NH:1]1[CH:5]=[CH:4][N:3]=[C:2]1[CH2:6][NH:7][CH2:8][C:9]1[CH:14]=[CH:13][C:12]([N+:15]([O-:17])=[O:16])=[CH:11][CH:10]=1.[C:18](O[C:18]([O:20][C:21]([CH3:24])([CH3:23])[CH3:22])=[O:19])([O:20][C:21]([CH3:24])([CH3:23])[CH3:22])=[O:19], predict the reaction product. The product is: [C:21]([O:20][C:18](=[O:19])[N:7]([CH2:6][C:2]1[NH:1][CH:5]=[CH:4][N:3]=1)[CH2:8][C:9]1[CH:14]=[CH:13][C:12]([N+:15]([O-:17])=[O:16])=[CH:11][CH:10]=1)([CH3:24])([CH3:23])[CH3:22]. (2) Given the reactants Br[C:2]1[CH:7]=[CH:6][C:5]([CH:8]2[CH2:13][CH2:12][N:11]([C:14]([C:16]3[CH:17]=[CH:18][C:19]([CH3:27])=[C:20]([NH:22][S:23]([CH3:26])(=[O:25])=[O:24])[CH:21]=3)=[O:15])[CH2:10][CH2:9]2)=[CH:4][CH:3]=1.C[Si](C)(C)[C:30]#[CH:31], predict the reaction product. The product is: [C:30]([C:2]1[CH:3]=[CH:4][C:5]([CH:8]2[CH2:9][CH2:10][N:11]([C:14]([C:16]3[CH:17]=[CH:18][C:19]([CH3:27])=[C:20]([NH:22][S:23]([CH3:26])(=[O:24])=[O:25])[CH:21]=3)=[O:15])[CH2:12][CH2:13]2)=[CH:6][CH:7]=1)#[CH:31].